This data is from Full USPTO retrosynthesis dataset with 1.9M reactions from patents (1976-2016). The task is: Predict the reactants needed to synthesize the given product. (1) Given the product [CH3:13][O:12][C:9]1[CH:10]=[CH:11][C:3]([O:2][CH3:1])=[C:4]2[C:8]=1[CH2:7][CH2:6][CH2:5]2, predict the reactants needed to synthesize it. The reactants are: [CH3:1][O:2][C:3]1[CH:11]=[CH:10][C:9]([O:12][CH3:13])=[C:8]2[C:4]=1[CH2:5][CH2:6][C:7]2=O.C([SiH](CC)CC)C. (2) Given the product [Br:47][C:48]1[CH:53]=[CH:52][C:51]([NH:54][C:9](=[O:11])[CH:8]([C:5]2[CH:4]=[CH:3][C:2]([Br:1])=[CH:7][N:6]=2)[CH2:12][CH2:13][CH2:14][Cl:15])=[CH:50][CH:49]=1, predict the reactants needed to synthesize it. The reactants are: [Br:1][C:2]1[CH:3]=[CH:4][C:5]([CH:8]([CH2:12][CH2:13][CH2:14][Cl:15])[C:9]([OH:11])=O)=[N:6][CH:7]=1.CCN(CC)CC.C1CN([P+](Br)(N2CCCC2)N2CCCC2)CC1.F[P-](F)(F)(F)(F)F.[Br:47][C:48]1[CH:53]=[CH:52][C:51]([NH2:54])=[CH:50][CH:49]=1.